Predict the reactants needed to synthesize the given product. From a dataset of Full USPTO retrosynthesis dataset with 1.9M reactions from patents (1976-2016). (1) Given the product [CH3:21][O:20][C:11]1[CH:12]=[CH:13][C:14]([C:16]([F:19])([F:18])[F:17])=[CH:15][C:10]=1[C:6]1[C:5]2[N:4]([N:3]=[C:2]([NH:36][C:33]3[CH:32]=[CH:31][C:30]([N:27]4[CH2:26][CH2:25][N:24]([CH3:23])[CH2:29][CH2:28]4)=[CH:35][CH:34]=3)[N:22]=2)[CH:9]=[CH:8][CH:7]=1, predict the reactants needed to synthesize it. The reactants are: Cl[C:2]1[N:22]=[C:5]2[C:6]([C:10]3[CH:15]=[C:14]([C:16]([F:19])([F:18])[F:17])[CH:13]=[CH:12][C:11]=3[O:20][CH3:21])=[CH:7][CH:8]=[CH:9][N:4]2[N:3]=1.[CH3:23][N:24]1[CH2:29][CH2:28][N:27]([C:30]2[CH:35]=[CH:34][C:33]([NH2:36])=[CH:32][CH:31]=2)[CH2:26][CH2:25]1. (2) Given the product [CH3:17][C:16]1[N:15]=[CH:14][NH:13][C:12]=1[CH:11]=[C:10]1[C:3]2[C:2]([N:19]3[CH2:24][CH2:23][O:22][CH2:21][CH2:20]3)=[N:7][CH:6]=[N:5][C:4]=2[NH:8][C:9]1=[O:18], predict the reactants needed to synthesize it. The reactants are: Cl[C:2]1[C:3]2[C:10](=[CH:11][C:12]3[NH:13][CH:14]=[N:15][C:16]=3[CH3:17])[C:9](=[O:18])[NH:8][C:4]=2[N:5]=[CH:6][N:7]=1.[NH:19]1[CH2:24][CH2:23][O:22][CH2:21][CH2:20]1. (3) Given the product [CH3:9][O:10][C:11](=[O:15])[C@H:12]([CH3:14])[NH:13][C:5](=[O:7])[CH2:4][CH:1]1[CH2:2][CH2:3]1, predict the reactants needed to synthesize it. The reactants are: [CH:1]1([CH2:4][C:5]([OH:7])=O)[CH2:3][CH2:2]1.Cl.[CH3:9][O:10][C:11](=[O:15])[C@H:12]([CH3:14])[NH2:13]. (4) Given the product [CH3:1][O:2][C:3]1[CH:8]=[CH:7][C:6]([N:9]2[C:13]3=[C:14]4[C:18](=[CH:19][CH:20]=[C:12]3[C:11]([C:21]([NH2:23])=[O:22])=[N:10]2)[NH:17][N:16]=[CH:15]4)=[CH:5][CH:4]=1, predict the reactants needed to synthesize it. The reactants are: [CH3:1][O:2][C:3]1[CH:8]=[CH:7][C:6]([N:9]2[C:13]3[C:14]4[CH:15]=[N:16][NH:17][C:18]=4[CH2:19][CH2:20][C:12]=3[C:11]([C:21]([NH2:23])=[O:22])=[N:10]2)=[CH:5][CH:4]=1.C(C1C(=O)C(Cl)=C(Cl)C(=O)C=1C#N)#N. (5) Given the product [CH2:1]([O:3][C:4]([C:6]1[C:14]2[C:9](=[CH:10][CH:11]=[CH:12][CH:13]=2)[N:8]([CH2:16][CH2:17][O:18][CH:19]2[CH2:24][CH2:23][CH2:22][CH2:21][O:20]2)[N:7]=1)=[O:5])[CH3:2], predict the reactants needed to synthesize it. The reactants are: [CH2:1]([O:3][C:4]([C:6]1[C:14]2[C:9](=[CH:10][CH:11]=[CH:12][CH:13]=2)[NH:8][N:7]=1)=[O:5])[CH3:2].Br[CH2:16][CH2:17][O:18][CH:19]1[CH2:24][CH2:23][CH2:22][CH2:21][O:20]1.C(=O)([O-])[O-].[K+].[K+].[I-].[Li+]. (6) Given the product [N:10]1[CH:11]=[C:6]([CH2:4][OH:3])[CH:7]=[C:8]([C:12]2[CH:13]=[N:14][CH:15]=[CH:16][CH:17]=2)[CH:9]=1, predict the reactants needed to synthesize it. The reactants are: C([O:3][C:4]([C:6]1[CH:7]=[C:8]([C:12]2[CH:13]=[N:14][CH:15]=[CH:16][CH:17]=2)[CH:9]=[N:10][CH:11]=1)=O)C.[BH4-].[Na+]. (7) Given the product [ClH:15].[NH2:7][C:8]1[CH:9]=[C:10]([Cl:16])[C:11]([Cl:15])=[C:12]([OH:14])[CH:13]=1, predict the reactants needed to synthesize it. The reactants are: C(OC(=O)[NH:7][C:8]1[CH:13]=[C:12]([OH:14])[C:11]([Cl:15])=[C:10]([Cl:16])[CH:9]=1)(C)(C)C.Cl.O1CCOCC1.